From a dataset of Forward reaction prediction with 1.9M reactions from USPTO patents (1976-2016). Predict the product of the given reaction. (1) Given the reactants [NH2:1][C:2]1[C:7]([NH:8][C:9]2[C:17]3[O:16][CH2:15][C@@H:14]([N:18]([C:33](=[O:38])[C:34]([F:37])([F:36])[F:35])[C:19]4[CH:32]=[CH:31][C:22]5[C@H:23]([CH2:26][C:27]([O:29][CH3:30])=[O:28])[CH2:24][O:25][C:21]=5[CH:20]=4)[C:13]=3[CH:12]=[CH:11][CH:10]=2)=[C:6]([F:39])[C:5]([F:40])=[CH:4][CH:3]=1.[C:41](Cl)(=O)[CH2:42][CH3:43].C(=O)([O-])O.[Na+], predict the reaction product. The product is: [CH2:42]([C:43]1[N:8]([C:9]2[C:17]3[O:16][CH2:15][C@@H:14]([N:18]([C:33](=[O:38])[C:34]([F:37])([F:36])[F:35])[C:19]4[CH:32]=[CH:31][C:22]5[C@H:23]([CH2:26][C:27]([O:29][CH3:30])=[O:28])[CH2:24][O:25][C:21]=5[CH:20]=4)[C:13]=3[CH:12]=[CH:11][CH:10]=2)[C:7]2[C:6]([F:39])=[C:5]([F:40])[CH:4]=[CH:3][C:2]=2[N:1]=1)[CH3:41]. (2) Given the reactants [CH3:1][C@H:2]1[CH:7]2[CH2:8][CH2:9][C:10]3[C:14]([C@@:6]2([C:15]2[CH:20]=[CH:19][CH:18]=[CH:17][CH:16]=2)[CH:5]=[C:4]([C:21]#[N:22])[C:3]1=[O:23])=[N:13][NH:12][CH:11]=3.C(N(CC)CC)C.CN(C(ON1N=NC2C=CC=NC1=2)=[N+](C)C)C.F[P-](F)(F)(F)(F)F.[C:55]([O:59][C:60]([NH:62][CH2:63][C:64](O)=[O:65])=[O:61])([CH3:58])([CH3:57])[CH3:56], predict the reaction product. The product is: [C:21]([C:4]1[C:3](=[O:23])[C@@H:2]([CH3:1])[C@@H:7]2[CH2:8][CH2:9][C:10]3[C:14]([C@@:6]2([C:15]2[CH:20]=[CH:19][CH:18]=[CH:17][CH:16]=2)[CH:5]=1)=[N:13][N:12]([C:64](=[O:65])[CH2:63][NH:62][C:60](=[O:61])[O:59][C:55]([CH3:56])([CH3:57])[CH3:58])[CH:11]=3)#[N:22]. (3) Given the reactants [NH2:1][C:2]1[N:10]=[C:9]([C:11]2[CH:16]=[CH:15][CH:14]=[CH:13][C:12]=2[O:17][CH2:18][C:19]2[CH:24]=[CH:23][CH:22]=[CH:21][CH:20]=2)[CH:8]=[C:7]([CH:25]2[CH2:30][CH2:29][CH2:28][N:27]([C:31]([O:33][C:34]([CH3:37])([CH3:36])[CH3:35])=[O:32])[CH2:26]2)[C:3]=1[C:4](O)=[O:5].Cl.CN.[CH2:41]([N:43](CC)CC)C.ON1C2C=CC=CC=2N=N1.Cl.C(N=C=NCCCN(C)C)C, predict the reaction product. The product is: [NH2:1][C:2]1[C:3]([C:4]([NH:43][CH3:41])=[O:5])=[C:7]([CH:25]2[CH2:30][CH2:29][CH2:28][N:27]([C:31]([O:33][C:34]([CH3:36])([CH3:37])[CH3:35])=[O:32])[CH2:26]2)[CH:8]=[C:9]([C:11]2[CH:16]=[CH:15][CH:14]=[CH:13][C:12]=2[O:17][CH2:18][C:19]2[CH:24]=[CH:23][CH:22]=[CH:21][CH:20]=2)[N:10]=1. (4) Given the reactants C(OP([CH2:9][C:10]([O:12][CH2:13][CH3:14])=[O:11])(OCC)=O)C.[H-].[Na+].[CH3:17][O:18][C:19]1[CH:27]=[CH:26][C:25]2[N:24]3[CH2:28][CH2:29][C:30](=O)[C:23]3=[CH:22][C:21]=2[C:20]=1[CH3:32].[NH4+].[Cl-], predict the reaction product. The product is: [CH3:17][O:18][C:19]1[CH:27]=[CH:26][C:25]2[N:24]3[CH2:28][CH2:29][C:30](=[CH:9][C:10]([O:12][CH2:13][CH3:14])=[O:11])[C:23]3=[CH:22][C:21]=2[C:20]=1[CH3:32]. (5) Given the reactants [CH3:1][C:2]1[CH2:3][C:4]2[CH:5]=[CH:6][C:7]3[CH:15]=[CH:14][CH:13]=[CH:12][C:8]=3[C:9]=2[C:10]=1[Li].[CH3:16][Si:17]([CH3:20])(Cl)[Cl:18], predict the reaction product. The product is: [CH3:1][C:2]1[CH2:3][C:4]2[CH:5]=[CH:6][C:7]3[CH:15]=[CH:14][CH:13]=[CH:12][C:8]=3[C:9]=2[C:10]=1[Si:17]([CH3:20])([CH3:16])[Cl:18]. (6) Given the reactants [Cl:1][C:2]1[CH:3]=[C:4]([C:8]#[C:9][C:10]2[CH2:14][C:13]3([CH2:18][CH2:17][N:16]([C:19]([O:21][CH2:22][CH3:23])=[O:20])[CH2:15]3)[O:12][N:11]=2)[CH:5]=[CH:6][CH:7]=1.Cl[C:25]1C=C(C#CC2CC3(CCNC3)ON=2)C=CC=1, predict the reaction product. The product is: [Cl:1][C:2]1[CH:3]=[C:4]([C:8]#[C:9][C:10]2[CH2:14][C:13]3([CH2:18][CH2:17][N:16]([C:19]([O:21][CH2:22][CH3:23])=[O:20])[CH2:15][CH2:25]3)[O:12][N:11]=2)[CH:5]=[CH:6][CH:7]=1. (7) Given the reactants [NH2:1][C:2]1([CH2:11][OH:12])[C:10]2[C:5](=[CH:6][CH:7]=[CH:8][CH:9]=2)[CH2:4][CH2:3]1.Cl[CH2:14][C:15](Cl)=O, predict the reaction product. The product is: [NH:1]1[CH2:15][CH2:14][O:12][CH2:11][C:2]21[C:10]1[C:5](=[CH:6][CH:7]=[CH:8][CH:9]=1)[CH2:4][CH2:3]2. (8) Given the reactants [Br:1][C:2]1[CH:8]=[CH:7][C:5]([NH2:6])=[C:4]([CH3:9])[CH:3]=1.CCN(CC)CC.[O:17](C(OC(C)(C)C)=O)[C:18]([O:20][C:21]([CH3:24])([CH3:23])[CH3:22])=O.[NH4+].[Cl-], predict the reaction product. The product is: [Br:1][C:2]1[CH:8]=[CH:7][C:5]([NH:6][C:18](=[O:17])[O:20][C:21]([CH3:24])([CH3:23])[CH3:22])=[C:4]([CH3:9])[CH:3]=1.